Dataset: Reaction yield outcomes from USPTO patents with 853,638 reactions. Task: Predict the reaction yield, written as a fraction of the theoretical maximum amount of product (1.0 means a 100% yield; for example, 0.34 means a 34% yield). (1) The reactants are [CH2:1]([O:8][C:9](=[O:29])[CH:10]([NH:21][C:22]([O:24][C:25]([CH3:28])([CH3:27])[CH3:26])=[O:23])[CH2:11][C:12]1[C:20]2[C:15](=[CH:16][CH:17]=[CH:18][CH:19]=2)[NH:14][CH:13]=1)[C:2]1[CH:7]=[CH:6][CH:5]=[CH:4][CH:3]=1.[H-].[Na+].[CH:32]1[CH:37]=[CH:36][C:35]([CH2:38]Br)=[CH:34][CH:33]=1. The catalyst is CN(C=O)C. The product is [CH2:1]([O:8][C:9](=[O:29])[C@H:10]([NH:21][C:22]([O:24][C:25]([CH3:26])([CH3:28])[CH3:27])=[O:23])[CH2:11][C:12]1[C:20]2[C:15](=[CH:16][CH:17]=[CH:18][CH:19]=2)[N:14]([CH2:38][C:35]2[CH:36]=[CH:37][CH:32]=[CH:33][CH:34]=2)[CH:13]=1)[C:2]1[CH:7]=[CH:6][CH:5]=[CH:4][CH:3]=1. The yield is 0.920. (2) The reactants are [OH:1][B:2]1[C:6]2[CH:7]=[C:8]([OH:12])[CH:9]=[C:10]([CH3:11])[C:5]=2[CH:4]([CH2:13][C:14]([O:16]CC)=[O:15])[O:3]1.[H-].[Na+].I[CH:22]([CH3:24])[CH3:23].[OH-].[Li+].Cl. The catalyst is CN(C=O)C.O. The product is [OH:1][B:2]1[C:6]2[CH:7]=[C:8]([O:12][CH:22]([CH3:24])[CH3:23])[CH:9]=[C:10]([CH3:11])[C:5]=2[CH:4]([CH2:13][C:14]([OH:16])=[O:15])[O:3]1. The yield is 0.322.